Dataset: Full USPTO retrosynthesis dataset with 1.9M reactions from patents (1976-2016). Task: Predict the reactants needed to synthesize the given product. (1) Given the product [C:27]([C:25]1[C:23](=[O:24])[NH:22][C:20](=[O:21])[N:19]([CH:26]=1)[C@@H:6]1[O:7][C@H:8]([CH2:14][OH:15])[C@@H:9]([OH:10])[C@H:5]1[OH:4])#[CH:28], predict the reactants needed to synthesize it. The reactants are: C([O:4][C@@H:5]1[C@H:9]([O:10]C(=O)C)[C@@H:8]([CH2:14][O:15]C(=O)C)[O:7][C@H:6]1[N:19]1[CH:26]=[C:25]([C:27]#[C:28][Si](C)(C)C)[C:23](=[O:24])[NH:22][C:20]1=[O:21])(=O)C.[Na]. (2) The reactants are: I[C:2]1[CH:3]=[C:4]2[C:9](=[CH:10][CH:11]=1)[O:8][CH2:7][CH2:6][CH2:5]2.[Li]CCCC.CN(C)[CH:19]=[O:20]. Given the product [O:8]1[C:9]2[C:4](=[CH:3][C:2]([CH:19]=[O:20])=[CH:11][CH:10]=2)[CH2:5][CH2:6][CH2:7]1, predict the reactants needed to synthesize it. (3) Given the product [C:26]([C:3]1[C:2]([C:39]2[CH:38]=[N:37][C:36]([O:35][CH3:34])=[CH:41][CH:40]=2)=[N:7][C:6]([NH:8][C:9]([C:11]2([C:14]3[CH:24]=[CH:23][C:17]4[O:18][C:19]([F:21])([F:22])[O:20][C:16]=4[CH:15]=3)[CH2:12][CH2:13]2)=[O:10])=[CH:5][C:4]=1[CH3:25])#[N:27], predict the reactants needed to synthesize it. The reactants are: Cl[C:2]1[N:7]=[C:6]([NH:8][C:9]([C:11]2([C:14]3[CH:24]=[CH:23][C:17]4[O:18][C:19]([F:22])([F:21])[O:20][C:16]=4[CH:15]=3)[CH2:13][CH2:12]2)=[O:10])[CH:5]=[C:4]([CH3:25])[C:3]=1[C:26]#[N:27].C(=O)([O-])[O-].[K+].[K+].[CH3:34][O:35][C:36]1[CH:41]=[CH:40][C:39](B(O)O)=[CH:38][N:37]=1. (4) Given the product [F:1][C:2]1[CH:3]=[C:4]([N:14]2[CH2:18][C@H:17]([CH2:19][S:30]([CH3:29])(=[O:32])=[O:31])[O:16][C:15]2=[O:21])[CH:5]=[CH:6][C:7]=1[N:8]1[CH:12]=[N:11][C:10]([CH3:13])=[N:9]1, predict the reactants needed to synthesize it. The reactants are: [F:1][C:2]1[CH:3]=[C:4]([N:14]2[CH2:18][C@H:17]([CH2:19]O)[O:16][C:15]2=[O:21])[CH:5]=[CH:6][C:7]=1[N:8]1[CH:12]=[N:11][C:10]([CH3:13])=[N:9]1.C(N(CC)CC)C.[CH3:29][S:30](Cl)(=[O:32])=[O:31].N1C=CC=CC=1. (5) Given the product [NH2:1][C:2]1[CH:7]=[CH:6][C:5]([Cl:12])=[CH:4][C:3]=1[S:8]([NH2:11])(=[O:9])=[O:10], predict the reactants needed to synthesize it. The reactants are: [NH2:1][C:2]1[CH:7]=[CH:6][CH:5]=[CH:4][C:3]=1[S:8]([NH2:11])(=[O:10])=[O:9].[Cl:12]N1C(=O)CCC1=O.